Dataset: Full USPTO retrosynthesis dataset with 1.9M reactions from patents (1976-2016). Task: Predict the reactants needed to synthesize the given product. (1) Given the product [Cl:25][C:20]1[CH:21]=[CH:22][CH:23]=[CH:24][C:19]=1[CH2:18][NH:17][C:12]1[NH:13][C:14](=[CH:16][C:32]2[CH:33]=[CH:34][C:35]3[C:30](=[CH:29][CH:28]=[CH:27][N:26]=3)[N:31]=2)[C:15](=[O:47])[N:11]=1, predict the reactants needed to synthesize it. The reactants are: C(OC([N:11]1[CH2:15][C:14](=[CH2:16])[N:13]=[C:12]1[NH:17][CH2:18][C:19]1[CH:24]=[CH:23][CH:22]=[CH:21][C:20]=1[Cl:25])=O)C1C=CC=CC=1.[N:26]1[C:35]2[C:30](=[N:31][C:32](C=O)=[CH:33][CH:34]=2)[CH:29]=[CH:28][CH:27]=1.N1CCCCC1.CC([OH:47])C. (2) Given the product [Cl:1][C:2]1[C:7]([O:8][CH:9]2[CH2:14][CH2:13][N:12]([CH2:42][CH2:41][S:43]([CH3:46])(=[O:45])=[O:44])[CH2:11][CH2:10]2)=[CH:6][CH:5]=[CH:4][C:3]=1[C@H:15]([O:17][C:18]1[CH:22]=[C:21]([N:23]2[C:27]3[CH:28]=[CH:29][C:30]([C:32]4[CH:33]=[N:34][N:35]([CH3:37])[CH:36]=4)=[CH:31][C:26]=3[N:25]=[CH:24]2)[S:20][C:19]=1[C:38]([NH2:40])=[O:39])[CH3:16], predict the reactants needed to synthesize it. The reactants are: [Cl:1][C:2]1[C:7]([O:8][CH:9]2[CH2:14][CH2:13][NH:12][CH2:11][CH2:10]2)=[CH:6][CH:5]=[CH:4][C:3]=1[C@H:15]([O:17][C:18]1[CH:22]=[C:21]([N:23]2[C:27]3[CH:28]=[CH:29][C:30]([C:32]4[CH:33]=[N:34][N:35]([CH3:37])[CH:36]=4)=[CH:31][C:26]=3[N:25]=[CH:24]2)[S:20][C:19]=1[C:38]([NH2:40])=[O:39])[CH3:16].[CH:41]([S:43]([CH3:46])(=[O:45])=[O:44])=[CH2:42]. (3) Given the product [NH2:6][C:5]1[CH:7]=[CH:8][C:9]([O:11][CH3:12])=[CH:10][C:4]=1[SH:3], predict the reactants needed to synthesize it. The reactants are: NC1[S:3][C:4]2[CH:10]=[C:9]([O:11][CH3:12])[CH:8]=[CH:7][C:5]=2[N:6]=1.C1(C)C=CC=CC=1.C(O)(=O)C. (4) Given the product [Br:19][C:16]1[CH:17]=[CH:18][C:13]([C:26]2([OH:29])[CH2:27][CH2:28][C:23]3([O:30][CH2:20][CH2:21][O:22]3)[CH2:24][CH2:25]2)=[N:14][CH:15]=1, predict the reactants needed to synthesize it. The reactants are: CCCCCC.C([Li])CCC.Br[C:13]1[CH:18]=[CH:17][C:16]([Br:19])=[CH:15][N:14]=1.[CH2:20]1[O:30][C:23]2([CH2:28][CH2:27][C:26](=[O:29])[CH2:25][CH2:24]2)[O:22][CH2:21]1. (5) Given the product [CH3:1][NH:2][S:3]([C:6]1[CH:32]=[CH:31][C:9]([CH2:10][NH:11][C:12]([C:14]2[C:15]3[CH:16]=[CH:17][N:18]([C:24]4[CH:29]=[CH:28][C:27]([F:30])=[CH:26][CH:25]=4)[C:19]=3[CH:20]=[C:21]([OH:34])[CH:22]=2)=[O:13])=[CH:8][CH:7]=1)(=[O:5])=[O:4], predict the reactants needed to synthesize it. The reactants are: [CH3:1][NH:2][S:3]([C:6]1[CH:32]=[CH:31][C:9]([CH2:10][NH:11][C:12]([C:14]2[C:15]3[CH:16]=[CH:17][N:18]([C:24]4[CH:29]=[CH:28][C:27]([F:30])=[CH:26][CH:25]=4)[C:19]=3[CH:20]=[C:21](Br)[CH:22]=2)=[O:13])=[CH:8][CH:7]=1)(=[O:5])=[O:4].B1(B2OC(C)(C)C(C)(C)O2)OC(C)(C)C(C)(C)[O:34]1.C([O-])(=O)C.[K+].OO.O.[OH-].[Na+]. (6) Given the product [CH3:13][C:14]1[CH:19]=[CH:18][CH:17]=[C:16]([CH3:20])[C:15]=1[C:21]1[N:1]([C:2]2[CH:7]=[CH:6][CH:5]=[CH:4][C:3]=2[CH3:8])[C:23]([C:26]2[CH:31]=[CH:30][CH:29]=[CH:28][CH:27]=2)=[N:24][N:25]=1, predict the reactants needed to synthesize it. The reactants are: [NH2:1][C:2]1[C:3]([CH3:8])=[CH:4][CH:5]=[CH:6][CH:7]=1.[Al+3].[Cl-].[Cl-].[Cl-].[CH3:13][C:14]1[CH:19]=[CH:18][CH:17]=[C:16]([CH3:20])[C:15]=1[C:21]1O[C:23]([C:26]2[CH:31]=[CH:30][CH:29]=[CH:28][CH:27]=2)=[N:24][N:25]=1.Cl.C1C2C(C3ON=C(N)N=3)CN(C2)C1. (7) The reactants are: [N+:1](=C)=[N-].[CH:4](=[C:11]1[NH:15][C:14](=[O:16])[C:13]([N+:17]([O-:19])=[O:18])=[C:12]1O)[C:5]1[CH:10]=[CH:9][CH:8]=[CH:7][CH:6]=1.N. Given the product [NH2:1][C:12]1[C:11](=[CH:4][C:5]2[CH:10]=[CH:9][CH:8]=[CH:7][CH:6]=2)[NH:15][C:14](=[O:16])[C:13]=1[N+:17]([O-:19])=[O:18], predict the reactants needed to synthesize it.